This data is from Catalyst prediction with 721,799 reactions and 888 catalyst types from USPTO. The task is: Predict which catalyst facilitates the given reaction. (1) Reactant: [CH2:1]=O.[S:3]1[C:7]2[CH:8]=[CH:9][C:10]([NH2:12])=[CH:11][C:6]=2[N:5]=[CH:4]1.C[O-].[Na+].[BH4-].[Na+]. Product: [CH3:1][NH:12][C:10]1[CH:9]=[CH:8][C:7]2[S:3][CH:4]=[N:5][C:6]=2[CH:11]=1. The catalyst class is: 24. (2) Reactant: [C:1]([C:3]1[N:8]=[C:7]([CH2:9][CH2:10][C:11]([O:13][C:14]([CH3:17])([CH3:16])[CH3:15])=[O:12])[CH:6]=[CH:5][CH:4]=1)#[N:2].[F:18][C:19]1[CH:20]=[C:21]([SH:28])[C:22](=[CH:26][CH:27]=1)[C:23](O)=[O:24]. Product: [F:18][C:19]1[CH:27]=[CH:26][C:22]2[C:23](=[O:24])[N:2]=[C:1]([C:3]3[N:8]=[C:7]([CH2:9][CH2:10][C:11]([O:13][C:14]([CH3:17])([CH3:16])[CH3:15])=[O:12])[CH:6]=[CH:5][CH:4]=3)[S:28][C:21]=2[CH:20]=1. The catalyst class is: 17. (3) Reactant: [NH2:1][C@H:2]([C:14]([O:16][CH2:17][C:18]1[CH:23]=[CH:22][CH:21]=[CH:20][CH:19]=1)=[O:15])[CH2:3][C:4](OCC1C=CC=CC=1)=[O:5].CCN(CC)CC.C[Si](Cl)(C)C.C([Mg]Cl)(C)(C)C. Product: [O:5]=[C:4]1[NH:1][C@H:2]([C:14]([O:16][CH2:17][C:18]2[CH:23]=[CH:22][CH:21]=[CH:20][CH:19]=2)=[O:15])[CH2:3]1. The catalyst class is: 28. (4) Reactant: [F:1][C:2]1[CH:7]=[CH:6][C:5]([C:8]2[NH:12][C:11]([C:13]([F:16])([F:15])[F:14])=[N:10][C:9]=2[C:17]2[CH:22]=[CH:21][C:20](SC)=[CH:19][CH:18]=2)=[CH:4][CH:3]=1.O[O:26][S:27]([O-:29])=O.[K+].[CH3:31]O. Product: [F:1][C:2]1[CH:3]=[CH:4][C:5]([C:8]2[NH:12][C:11]([C:13]([F:14])([F:16])[F:15])=[N:10][C:9]=2[C:17]2[CH:18]=[CH:19][C:20]([S:27]([CH3:31])(=[O:29])=[O:26])=[CH:21][CH:22]=2)=[CH:6][CH:7]=1. The catalyst class is: 6. (5) Reactant: Cl[C:2]1[N:10]=[C:9]2[C:5]([N:6]=[CH:7][N:8]2[CH:11]([CH3:13])[CH3:12])=[C:4]([C:14]2[CH:15]=[N:16][C:17]([NH2:20])=[N:18][CH:19]=2)[N:3]=1.[NH:21]1[CH2:26][CH2:25][O:24][CH2:23][CH2:22]1. Product: [CH:11]([N:8]1[CH:7]=[N:6][C:5]2[C:9]1=[N:10][C:2]([N:21]1[CH2:26][CH2:25][O:24][CH2:23][CH2:22]1)=[N:3][C:4]=2[C:14]1[CH:15]=[N:16][C:17]([NH2:20])=[N:18][CH:19]=1)([CH3:13])[CH3:12]. The catalyst class is: 44. (6) Reactant: [CH2:1]([C:3]1[CH:10]=[C:9]([CH3:11])[CH:8]=[C:7]([CH2:12][CH3:13])[C:4]=1[CH:5]=[O:6])[CH3:2].[H-].[Al+3].[Li+].[H-].[H-].[H-].O.S(=O)(=O)(O)O. Product: [CH2:1]([C:3]1[CH:10]=[C:9]([CH3:11])[CH:8]=[C:7]([CH2:12][CH3:13])[C:4]=1[CH2:5][OH:6])[CH3:2]. The catalyst class is: 27. (7) Reactant: N[C@@H:2]1[CH2:11][C:10]2[C:9]([C:12]([NH2:14])=[O:13])=[CH:8][CH:7]=[C:6]([F:15])[C:5]=2[O:4][CH2:3]1.C(OCC1CC(=O)C1)C1C=CC=CC=1.C([BH3-])#N.[Na+].C(O)(=O)C. Product: [F:15][C:6]1[C:5]2[O:4][CH2:3][CH2:2][CH2:11][C:10]=2[C:9]([C:12]([NH2:14])=[O:13])=[CH:8][CH:7]=1. The catalyst class is: 5. (8) Reactant: [NH2:1][CH2:2][C:3]1[N:4]=[C:5]([N:13]2[CH2:18][CH2:17][CH:16]([NH:19][C:20]([C:22]3[NH:23][C:24]([CH3:29])=[C:25]([Cl:28])[C:26]=3[Cl:27])=[O:21])[CH2:15][CH2:14]2)[S:6][C:7]=1[C:8]([O:10]CC)=[O:9].[C:30]([N:34]=[C:35]=[O:36])([CH3:33])([CH3:32])[CH3:31]. Product: [C:30]([NH:34][C:35]([NH:1][CH2:2][C:3]1[N:4]=[C:5]([N:13]2[CH2:18][CH2:17][CH:16]([NH:19][C:20]([C:22]3[NH:23][C:24]([CH3:29])=[C:25]([Cl:28])[C:26]=3[Cl:27])=[O:21])[CH2:15][CH2:14]2)[S:6][C:7]=1[C:8]([OH:10])=[O:9])=[O:36])([CH3:33])([CH3:32])[CH3:31]. The catalyst class is: 2. (9) Reactant: [NH2:1][CH:2]([CH2:13][C:14]1[CH:19]=[CH:18][C:17]([C:20]([F:23])([F:22])[F:21])=[CH:16][CH:15]=1)[CH:3]([C:5]1[CH:10]=[CH:9][C:8]([F:11])=[C:7]([F:12])[CH:6]=1)[OH:4].[F:24][C:25]1[C:34]2[C:29](=[CH:30][CH:31]=[CH:32][CH:33]=2)[C:28]([C:35](O)=[O:36])=[CH:27][CH:26]=1.Cl.C(N=C=NCCCN(C)C)C.ON1C2C=CC=CC=2N=N1. Product: [F:12][C:7]1[CH:6]=[C:5]([CH:3]([OH:4])[CH:2]([NH:1][C:35]([C:28]2[C:29]3[C:34](=[CH:33][CH:32]=[CH:31][CH:30]=3)[C:25]([F:24])=[CH:26][CH:27]=2)=[O:36])[CH2:13][C:14]2[CH:19]=[CH:18][C:17]([C:20]([F:23])([F:22])[F:21])=[CH:16][CH:15]=2)[CH:10]=[CH:9][C:8]=1[F:11]. The catalyst class is: 47. (10) Reactant: [C:1]1([C:7]2[CH:8]=[N:9][NH:10][CH:11]=2)[CH:6]=[CH:5][CH:4]=[CH:3][CH:2]=1.I[C:13]1[CH:18]=[CH:17][CH:16]=[C:15]([O:19][CH3:20])[CH:14]=1.C([O-])([O-])=O.[K+].[K+].[C@@H]1(N)CCCC[C@H]1N. Product: [CH3:20][O:19][C:15]1[CH:14]=[C:13]([N:9]2[CH:8]=[C:7]([C:1]3[CH:2]=[CH:3][CH:4]=[CH:5][CH:6]=3)[CH:11]=[N:10]2)[CH:18]=[CH:17][CH:16]=1. The catalyst class is: 321.